From a dataset of Forward reaction prediction with 1.9M reactions from USPTO patents (1976-2016). Predict the product of the given reaction. (1) Given the reactants N1C=CC=CC=1.[S:7]1[CH:11]=[CH:10][CH:9]=[C:8]1[S:12](Cl)(=[O:14])=[O:13].[CH:16]1([N:19]2[C:23]([CH:24]3[CH2:26][CH2:25]3)=[N:22][N:21]=[C:20]2[C:27]([NH2:30])([CH3:29])[CH3:28])[CH2:18][CH2:17]1.CN(C)C(N)CC, predict the reaction product. The product is: [CH:16]1([N:19]2[C:23]([CH:24]3[CH2:26][CH2:25]3)=[N:22][N:21]=[C:20]2[C:27]([NH:30][S:12]([C:8]2[S:7][CH:11]=[CH:10][CH:9]=2)(=[O:14])=[O:13])([CH3:28])[CH3:29])[CH2:18][CH2:17]1. (2) The product is: [CH2:25]([O:27][C:28](=[O:45])[CH2:29][C:30]1[CH:35]=[CH:34][C:33]([C:20]2[CH:21]=[CH:22][C:17]([C:16]3[O:15][N:14]=[C:13]([CH3:24])[C:12]=3[C@H:10]([OH:11])[CH2:9][S:8][CH2:1][C:2]3[CH:7]=[CH:6][CH:5]=[CH:4][CH:3]=3)=[CH:18][CH:19]=2)=[CH:32][CH:31]=1)[CH3:26]. Given the reactants [CH2:1]([S:8][CH2:9][C@H:10]([C:12]1[C:13]([CH3:24])=[N:14][O:15][C:16]=1[C:17]1[CH:22]=[CH:21][C:20](Br)=[CH:19][CH:18]=1)[OH:11])[C:2]1[CH:7]=[CH:6][CH:5]=[CH:4][CH:3]=1.[CH2:25]([O:27][C:28](=[O:45])[CH2:29][C:30]1[CH:35]=[CH:34][C:33](B2OC(C)(C)C(C)(C)O2)=[CH:32][CH:31]=1)[CH3:26], predict the reaction product. (3) Given the reactants I[C:2]1[CH:7]=[C:6]([N+:8]([O-:10])=[O:9])[CH:5]=[C:4]([CH3:11])[C:3]=1[CH3:12].[CH3:13][S:14]([O-:16])=[O:15].[Na+], predict the reaction product. The product is: [CH3:13][S:14]([C:2]1[CH:7]=[C:6]([N+:8]([O-:10])=[O:9])[CH:5]=[C:4]([CH3:11])[C:3]=1[CH3:12])(=[O:16])=[O:15].[CH3:11][C:4]1[CH:5]=[C:6]([N+:8]([O-:10])=[O:9])[CH:7]=[C:2]([S:14]([CH3:13])(=[O:16])=[O:15])[C:3]=1[CH3:12]. (4) Given the reactants Br[C:2]1[CH:3]=[C:4]([S:10]([CH2:13][CH2:14][O:15][CH:16]2[CH2:21][CH2:20][CH2:19][CH2:18][O:17]2)(=[O:12])=[O:11])[CH:5]=[CH:6][C:7]=1[O:8][CH3:9].[CH3:22][C:23]1([CH3:39])[C:27]([CH3:29])([CH3:28])[O:26][B:25]([B:25]2[O:26][C:27]([CH3:29])([CH3:28])[C:23]([CH3:39])([CH3:22])[O:24]2)[O:24]1.C(O[K])(C)=O.CC(=O)OCC, predict the reaction product. The product is: [CH3:9][O:8][C:7]1[CH:6]=[CH:5][C:4]([S:10]([CH2:13][CH2:14][O:15][CH:16]2[CH2:21][CH2:20][CH2:19][CH2:18][O:17]2)(=[O:12])=[O:11])=[CH:3][C:2]=1[B:25]1[O:26][C:27]([CH3:29])([CH3:28])[C:23]([CH3:39])([CH3:22])[O:24]1. (5) Given the reactants [Br:1][C:2]1[CH:9]=[CH:8][C:5]([CH:6]=O)=[CH:4][C:3]=1OC.Cl.[NH2:13][OH:14].[C:15](=[O:18])([O-])[O-].[Na+].[Na+], predict the reaction product. The product is: [Br:1][C:2]1[CH:9]=[CH:8][C:5]([CH:6]=[N:13][OH:14])=[C:4]([O:18][CH3:15])[CH:3]=1. (6) Given the reactants [C:1]([O:5][C:6]([N:8]1[CH2:12][C@H:11]([CH2:13][C@H:14]([CH2:18][C:19]2[CH:24]=[CH:23][C:22]([O:25][CH3:26])=[C:21]([O:27][CH2:28][CH2:29][CH2:30][O:31][CH3:32])[CH:20]=2)[CH:15]([CH3:17])[CH3:16])[C@@H:10]([CH2:33][OH:34])[CH2:9]1)=[O:7])([CH3:4])([CH3:3])[CH3:2].CC(OI1(OC(C)=O)(OC(C)=O)OC(=O)C2C=CC=CC1=2)=O, predict the reaction product. The product is: [C:1]([O:5][C:6]([N:8]1[CH2:12][C@H:11]([CH2:13][C@H:14]([CH2:18][C:19]2[CH:24]=[CH:23][C:22]([O:25][CH3:26])=[C:21]([O:27][CH2:28][CH2:29][CH2:30][O:31][CH3:32])[CH:20]=2)[CH:15]([CH3:16])[CH3:17])[C@@H:10]([CH:33]=[O:34])[CH2:9]1)=[O:7])([CH3:4])([CH3:2])[CH3:3]. (7) Given the reactants Cl.[C@@H:2]12[NH:9][C@@H:6]([CH2:7][CH2:8]1)[CH2:5][N:4]([C:10]1[CH:15]=[CH:14][N:13]=[C:12]([NH:16][C:17]3[CH:18]=[N:19][N:20]([CH3:22])[CH:21]=3)[N:11]=1)[CH2:3]2.[CH2:23]([O:25][C:26]([C:28]1[O:32][C:31](Cl)=[N:30][CH:29]=1)=[O:27])[CH3:24].P([O-])([O-])([O-])=O.[K+].[K+].[K+].CC(C1C=C(C(C)C)C(C2C=CC=CC=2P(C2CCCCC2)C2CCCCC2)=C(C(C)C)C=1)C, predict the reaction product. The product is: [CH3:22][N:20]1[CH:21]=[C:17]([NH:16][C:12]2[N:11]=[C:10]([N:4]3[CH2:5][C@H:6]4[N:9]([C:31]5[O:32][C:28]([C:26]([O:25][CH2:23][CH3:24])=[O:27])=[CH:29][N:30]=5)[C@H:2]([CH2:8][CH2:7]4)[CH2:3]3)[CH:15]=[CH:14][N:13]=2)[CH:18]=[N:19]1.